Dataset: Reaction yield outcomes from USPTO patents with 853,638 reactions. Task: Predict the reaction yield, written as a fraction of the theoretical maximum amount of product (1.0 means a 100% yield; for example, 0.34 means a 34% yield). (1) The reactants are [C:1]([O:5][C:6](=[O:20])[C:7]([CH3:19])([N:9]1[C:13]2[CH:14]=[CH:15][CH:16]=[CH:17][C:12]=2[NH:11][C:10]1=[O:18])[CH3:8])([CH3:4])([CH3:3])[CH3:2].[I-].[CH3:22][N:23]1[C:31]2[C:26](=[C:27]([CH3:32])[CH:28]=[CH:29][CH:30]=2)[C:25]([CH2:33][N+](C)(C)C)=[CH:24]1.C([O-])([O-])=O.[K+].[K+]. The catalyst is CN(C=O)C.CCOC(C)=O. The product is [C:1]([O:5][C:6](=[O:20])[C:7]([N:9]1[C:13]2[CH:14]=[CH:15][CH:16]=[CH:17][C:12]=2[N:11]([CH2:33][CH:25]2[C:26]3[C:31](=[CH:30][CH:29]=[CH:28][C:27]=3[CH3:32])[N:23]([CH3:22])[CH2:24]2)[C:10]1=[O:18])([CH3:8])[CH3:19])([CH3:2])([CH3:3])[CH3:4]. The yield is 0.680. (2) The reactants are NS(N)(=O)=O.Cl[CH2:7][CH2:8][CH2:9][S:10]([N:13]1[CH2:18][CH2:17][CH:16]([C:19]2[C:27]3[C:22](=[C:23]([C:34]([NH2:36])=[O:35])[CH:24]=[C:25]([C:28]4[CH:33]=[CH:32][CH:31]=[CH:30][CH:29]=4)[CH:26]=3)[NH:21][CH:20]=2)[CH2:15][CH2:14]1)(=[O:12])=[O:11].[CH3:37][NH:38][CH3:39].C([O-])([O-])=O.[K+].[K+].[Na+].[I-]. No catalyst specified. The product is [CH3:37][N:38]([CH3:39])[CH2:7][CH2:8][CH2:9][S:10]([N:13]1[CH2:18][CH2:17][CH:16]([C:19]2[C:27]3[C:22](=[C:23]([C:34]([NH2:36])=[O:35])[CH:24]=[C:25]([C:28]4[CH:33]=[CH:32][CH:31]=[CH:30][CH:29]=4)[CH:26]=3)[NH:21][CH:20]=2)[CH2:15][CH2:14]1)(=[O:12])=[O:11]. The yield is 0.190.